Dataset: Full USPTO retrosynthesis dataset with 1.9M reactions from patents (1976-2016). Task: Predict the reactants needed to synthesize the given product. Given the product [CH2:15]([O:1][C:2]1[CH:11]=[CH:10][C:5]2[CH2:6][O:7][B:8]([OH:9])[C:4]=2[CH:3]=1)[CH3:16], predict the reactants needed to synthesize it. The reactants are: [OH:1][C:2]1[CH:11]=[CH:10][C:5]2[CH2:6][O:7][B:8]([OH:9])[C:4]=2[CH:3]=1.[H-].[Na+].Br[CH2:15][CH3:16].Cl.